Dataset: Reaction yield outcomes from USPTO patents with 853,638 reactions. Task: Predict the reaction yield, written as a fraction of the theoretical maximum amount of product (1.0 means a 100% yield; for example, 0.34 means a 34% yield). The reactants are [C:1]1([C:7]2[O:8][C:9]3[CH:15]=[CH:14][C:13]([NH2:16])=[CH:12][C:10]=3[N:11]=2)[CH:6]=[CH:5][CH:4]=[CH:3][CH:2]=1.[C:17]1([N:23]=[C:24]=[O:25])[CH:22]=[CH:21][CH:20]=[CH:19][CH:18]=1. The catalyst is ClCCl. The product is [C:17]1([NH:23][C:24]([NH:16][C:13]2[CH:14]=[CH:15][C:9]3[O:8][C:7]([C:1]4[CH:2]=[CH:3][CH:4]=[CH:5][CH:6]=4)=[N:11][C:10]=3[CH:12]=2)=[O:25])[CH:22]=[CH:21][CH:20]=[CH:19][CH:18]=1. The yield is 0.850.